This data is from Full USPTO retrosynthesis dataset with 1.9M reactions from patents (1976-2016). The task is: Predict the reactants needed to synthesize the given product. (1) Given the product [F:22][C:15]1[CH:14]=[CH:13][C:12]2[N:11]=[C:10]([C@@H:8]([NH2:7])[CH3:9])[N:20]3[C:21]=2[C:16]=1[CH2:17][CH2:18][CH2:19]3, predict the reactants needed to synthesize it. The reactants are: C(OC(=O)[NH:7][C@H:8]([C:10]1[N:20]2[C:21]3[C:16]([CH2:17][CH2:18][CH2:19]2)=[C:15]([F:22])[CH:14]=[CH:13][C:12]=3[N:11]=1)[CH3:9])(C)(C)C.C(O)(C(F)(F)F)=O.C1(C)C=CC=CC=1. (2) Given the product [CH:20]1[CH:19]=[C:18]2[C:16]([C:12]3[C:13](=[O:39])[C:14]4[NH:15][C:4]5[C:5]([C:7](=[O:8])[C:9]=4[C:10](=[O:25])[C:11]=3[NH:24][C:23]2=[CH:22][CH:21]=1)=[CH:6][CH:1]=[CH:2][CH:3]=5)=[O:17], predict the reactants needed to synthesize it. The reactants are: [CH:1]1[CH:6]=[C:5]2[C:7]([C:9]3[C:14]([NH:15][C:4]2=[CH:3][CH:2]=1)=[CH:13][C:12]1[C:16]([C:18]2[C:23]([NH:24][C:11]=1[CH:10]=3)=[CH:22][CH:21]=[CH:20][CH:19]=2)=[O:17])=[O:8].[OH-:25].[K+].S(OOS([O-])(=O)=O)([O-])(=O)=O.[Na+].[Na+].[OH2:39]. (3) Given the product [O:14]=[C:11]1[NH:12][N:13]=[C:8]([N:2]2[CH2:7][CH2:6][N:5]([C:22]([O:24][C:25]([CH3:28])([CH3:27])[CH3:26])=[O:23])[CH2:4][CH2:3]2)[CH:9]=[CH:10]1, predict the reactants needed to synthesize it. The reactants are: Cl.[N:2]1([C:8]2[CH:9]=[CH:10][C:11](=[O:14])[NH:12][N:13]=2)[CH2:7][CH2:6][NH:5][CH2:4][CH2:3]1.C(N(CC)CC)C.[C:22](O[C:22]([O:24][C:25]([CH3:28])([CH3:27])[CH3:26])=[O:23])([O:24][C:25]([CH3:28])([CH3:27])[CH3:26])=[O:23].